From a dataset of Forward reaction prediction with 1.9M reactions from USPTO patents (1976-2016). Predict the product of the given reaction. (1) Given the reactants [CH3:1][O:2][C:3]1[CH:12]=[C:11]2[C:6]([CH:7]=[CH:8][C:9](=[O:16])[N:10]2[CH2:13][CH:14]=O)=[CH:5][CH:4]=1.[NH:17]1[CH2:22][CH2:21][CH:20]([NH:23][C:24](=[O:30])[O:25][C:26]([CH3:29])([CH3:28])[CH3:27])[CH2:19][CH2:18]1.C(Cl)(Cl)Cl.[BH-](OC(C)=O)(OC(C)=O)OC(C)=O.[Na+], predict the reaction product. The product is: [CH3:1][O:2][C:3]1[CH:12]=[C:11]2[C:6]([CH:7]=[CH:8][C:9](=[O:16])[N:10]2[CH2:13][CH2:14][N:17]2[CH2:18][CH2:19][CH:20]([NH:23][C:24](=[O:30])[O:25][C:26]([CH3:28])([CH3:27])[CH3:29])[CH2:21][CH2:22]2)=[CH:5][CH:4]=1. (2) Given the reactants [H-].[Na+].Br[C:4]1[CH:5]=[C:6]([CH:27]=[CH:28][N:29]=1)[C:7]([NH:9][C:10]1[S:11][C:12]2[C:18]([CH:19]3[CH2:24][O:23][CH2:22][CH2:21][O:20]3)=[CH:17][CH:16]=[C:15]([O:25][CH3:26])[C:13]=2[N:14]=1)=[O:8].C(Cl)(Cl)Cl.CN([CH:37]=[O:38])C, predict the reaction product. The product is: [O:20]1[CH2:21][CH2:22][O:23][CH2:24][CH:19]1[C:18]1[C:12]2[S:11][C:10]([NH:9][C:7](=[O:8])[C:6]3[CH:27]=[CH:28][N:29]=[C:4]([O:20][CH:19]4[CH2:24][CH2:37][O:38][CH2:17][CH2:18]4)[CH:5]=3)=[N:14][C:13]=2[C:15]([O:25][CH3:26])=[CH:16][CH:17]=1.